This data is from Forward reaction prediction with 1.9M reactions from USPTO patents (1976-2016). The task is: Predict the product of the given reaction. (1) Given the reactants [C:1]([O:5][C:6]([NH:8][C:9]1[CH:14]=[CH:13][CH:12]=[C:11]([CH3:15])[N:10]=1)=[O:7])([CH3:4])([CH3:3])[CH3:2].[H-].[Na+].Br[CH2:19][C:20]([O:22][C:23]([CH3:26])([CH3:25])[CH3:24])=[O:21].O, predict the reaction product. The product is: [C:1]([O:5][C:6]([N:8]([CH2:19][C:20]([O:22][C:23]([CH3:26])([CH3:25])[CH3:24])=[O:21])[C:9]1[CH:14]=[CH:13][CH:12]=[C:11]([CH3:15])[N:10]=1)=[O:7])([CH3:4])([CH3:3])[CH3:2]. (2) The product is: [C:5]([N:8]1[CH2:14][CH2:13][C:12]2[CH:15]=[CH:16][C:17]([C:23](=[O:24])[CH2:22][CH2:21][CH2:20][Cl:19])=[CH:18][C:11]=2[CH2:10][CH2:9]1)(=[O:7])[CH3:6]. Given the reactants [Cl-].[Al+3].[Cl-].[Cl-].[C:5]([N:8]1[CH2:14][CH2:13][C:12]2[CH:15]=[CH:16][CH:17]=[CH:18][C:11]=2[CH2:10][CH2:9]1)(=[O:7])[CH3:6].[Cl:19][CH2:20][CH2:21][CH2:22][C:23](Cl)=[O:24], predict the reaction product. (3) Given the reactants [Cl:1][C:2]1[CH:3]=[C:4]([CH:9]([CH:17]([OH:26])[C:18]2[C:19]([O:24][CH3:25])=[N:20][CH:21]=[CH:22][CH:23]=2)[CH2:10][NH:11][C:12](=O)OCC)[CH:5]=[CH:6][C:7]=1[Cl:8].B.C(P(C1C=CC=CC=1)(=S)O)CCC, predict the reaction product. The product is: [Cl:1][C:2]1[CH:3]=[C:4]([C@@H:9]([CH2:10][NH:11][CH3:12])[C@H:17]([C:18]2[C:19]([O:24][CH3:25])=[N:20][CH:21]=[CH:22][CH:23]=2)[OH:26])[CH:5]=[CH:6][C:7]=1[Cl:8].[Cl:1][C:2]1[CH:3]=[C:4]([C@H:9]([CH2:10][NH:11][CH3:12])[C@@H:17]([C:18]2[C:19]([O:24][CH3:25])=[N:20][CH:21]=[CH:22][CH:23]=2)[OH:26])[CH:5]=[CH:6][C:7]=1[Cl:8].